This data is from Peptide-MHC class I binding affinity with 185,985 pairs from IEDB/IMGT. The task is: Regression. Given a peptide amino acid sequence and an MHC pseudo amino acid sequence, predict their binding affinity value. This is MHC class I binding data. (1) The peptide sequence is YTVKFPNLID. The MHC is H-2-Kb with pseudo-sequence H-2-Kb. The binding affinity (normalized) is 0.147. (2) The peptide sequence is HIDPMWKVL. The MHC is HLA-A02:01 with pseudo-sequence HLA-A02:01. The binding affinity (normalized) is 0.0847. (3) The peptide sequence is AIAGLFGA. The MHC is HLA-B35:01 with pseudo-sequence HLA-B35:01. The binding affinity (normalized) is 0. (4) The peptide sequence is DCKTILKAL. The MHC is HLA-A26:01 with pseudo-sequence HLA-A26:01. The binding affinity (normalized) is 0. (5) The peptide sequence is LIFNVKSKL. The MHC is HLA-A02:02 with pseudo-sequence HLA-A02:02. The binding affinity (normalized) is 0.338.